Dataset: Forward reaction prediction with 1.9M reactions from USPTO patents (1976-2016). Task: Predict the product of the given reaction. (1) Given the reactants P(Cl)(Cl)(Cl)=O.[C:6]1([N:12]([C:19]2[CH:24]=[CH:23][CH:22]=[CH:21][CH:20]=2)[C:13]2[CH:18]=[CH:17][CH:16]=[CH:15][CH:14]=2)[CH:11]=[CH:10][CH:9]=[CH:8][CH:7]=1.[OH-].[K+].CN(C)[CH:29]=[O:30], predict the reaction product. The product is: [C:19]1([N:12]([C:6]2[CH:7]=[CH:8][CH:9]=[CH:10][CH:11]=2)[C:13]2[CH:18]=[CH:17][C:16]([CH:29]=[O:30])=[CH:15][CH:14]=2)[CH:20]=[CH:21][CH:22]=[CH:23][CH:24]=1. (2) Given the reactants [CH2:1]([C:3]1[NH:4][CH:5]=[C:6]([C:8]2[CH:13]=[CH:12][N:11]=[CH:10][CH:9]=2)[N:7]=1)[CH3:2].[H][H].[ClH:16], predict the reaction product. The product is: [ClH:16].[ClH:16].[CH2:1]([C:3]1[NH:4][CH:5]=[C:6]([CH:8]2[CH2:13][CH2:12][NH:11][CH2:10][CH2:9]2)[N:7]=1)[CH3:2]. (3) Given the reactants C1[C@@H]([NH2:4])[C@@H]1C1C=CC=CC=1.CN1[C@@H]2[C@@](C3C=CC(OC)=C(OC)C=3)(CC[C@H](N)C2)CC1.CCN(C(C)C)C(C)C.Cl[C:42]([O:44][C:45]1[CH:50]=[CH:49][C:48]([N+:51]([O-:53])=[O:52])=[CH:47][CH:46]=1)=[O:43], predict the reaction product. The product is: [C:42](=[O:43])([O:44][C:45]1[CH:50]=[CH:49][C:48]([N+:51]([O-:53])=[O:52])=[CH:47][CH:46]=1)[NH2:4]. (4) Given the reactants [CH:1]([C:4]1[CH:9]=[CH:8][C:7](/[CH:10]=[CH:11]/[CH2:12]O)=[CH:6][CH:5]=1)([CH3:3])[CH3:2].P(Br)(Br)[Br:15].O, predict the reaction product. The product is: [Br:15][CH2:12]/[CH:11]=[CH:10]/[C:7]1[CH:8]=[CH:9][C:4]([CH:1]([CH3:3])[CH3:2])=[CH:5][CH:6]=1. (5) Given the reactants [CH:1]([C:4]1[O:5][CH:6]=[C:7]([CH2:9]P(=O)(OCC)OCC)[N:8]=1)([CH3:3])[CH3:2].[H-].[Na+].[CH3:20][O:21][CH2:22][O:23][C:24]1[C:28]([CH:29]=O)=[CH:27][N:26]([C:31]2[CH:36]=[CH:35][CH:34]=[CH:33][CH:32]=2)[N:25]=1.O, predict the reaction product. The product is: [CH:1]([C:4]1[O:5][CH:6]=[C:7](/[CH:9]=[CH:29]\[C:28]2[C:24]([O:23][CH2:22][O:21][CH3:20])=[N:25][N:26]([C:31]3[CH:36]=[CH:35][CH:34]=[CH:33][CH:32]=3)[CH:27]=2)[N:8]=1)([CH3:2])[CH3:3]. (6) Given the reactants [CH3:1][O:2][C:3]1[CH:4]=[C:5]2[C:9](=[CH:10][C:11]=1[O:12][CH3:13])[CH2:8][C:7]([C:14]([NH:16][C:17]1[CH:26]=[CH:25][CH:24]=[CH:23][C:18]=1[C:19]([O:21]C)=[O:20])=[O:15])=[CH:6]2.[OH-].[Na+], predict the reaction product. The product is: [CH3:1][O:2][C:3]1[CH:4]=[C:5]2[C:9](=[CH:10][C:11]=1[O:12][CH3:13])[CH2:8][C:7]([C:14]([NH:16][C:17]1[CH:26]=[CH:25][CH:24]=[CH:23][C:18]=1[C:19]([OH:21])=[O:20])=[O:15])=[CH:6]2.